Dataset: Catalyst prediction with 721,799 reactions and 888 catalyst types from USPTO. Task: Predict which catalyst facilitates the given reaction. (1) Reactant: [F:1][C:2]1[CH:3]=[CH:4][C:5]([N+:22]([O-])=O)=[C:6]([S:8]([NH:11][C:12]2[CH:13]=[CH:14][CH:15]=[C:16]3[C:21]=2[N:20]=[CH:19][CH:18]=[CH:17]3)(=[O:10])=[O:9])[CH:7]=1.Cl[Sn]Cl. Product: [NH2:22][C:5]1[CH:4]=[CH:3][C:2]([F:1])=[CH:7][C:6]=1[S:8]([NH:11][C:12]1[CH:13]=[CH:14][CH:15]=[C:16]2[C:21]=1[N:20]=[CH:19][CH:18]=[CH:17]2)(=[O:9])=[O:10]. The catalyst class is: 422. (2) Reactant: I[C:2]1[N:3]=[C:4]([CH3:15])[N:5]([C:7]2[CH:12]=[N:11][N:10]([CH3:13])[C:9](=[O:14])[CH:8]=2)[CH:6]=1.C1(P(C2C=CC=CC=2)C2C=CC=CC=2)C=CC=CC=1.C(N(CC)CC)C.[Cl:42][C:43]1[CH:48]=[CH:47][CH:46]=[C:45]([C:49]#[CH:50])[CH:44]=1. Product: [Cl:42][C:43]1[CH:44]=[C:45]([C:49]#[C:50][C:2]2[N:3]=[C:4]([CH3:15])[N:5]([C:7]3[CH:12]=[N:11][N:10]([CH3:13])[C:9](=[O:14])[CH:8]=3)[CH:6]=2)[CH:46]=[CH:47][CH:48]=1. The catalyst class is: 205. (3) Reactant: [CH3:1][C:2]1[N:3]=[CH:4][C:5]([NH:8][C:9]([C:11]2[CH:20]=[CH:19][C:18]3[C:13](=[CH:14][CH:15]=[CH:16][CH:17]=3)[CH:12]=2)=[O:10])=[N:6][CH:7]=1.C1C(=O)N([Br:28])C(=O)C1. Product: [Br:28][CH2:1][C:2]1[N:3]=[CH:4][C:5]([NH:8][C:9]([C:11]2[CH:20]=[CH:19][C:18]3[C:13](=[CH:14][CH:15]=[CH:16][CH:17]=3)[CH:12]=2)=[O:10])=[N:6][CH:7]=1. The catalyst class is: 53. (4) The catalyst class is: 4. Reactant: [C:1]([O:5][C:6](=[O:22])[C:7]1[CH:12]=[CH:11][CH:10]=[C:9]([NH:13][CH2:14][C:15]2[CH:20]=[CH:19][C:18]([Cl:21])=[CH:17][CH:16]=2)[CH:8]=1)([CH3:4])([CH3:3])[CH3:2].[CH3:23][N:24]1[CH:28]=[CH:27][C:26]([S:29](Cl)(=[O:31])=[O:30])=[N:25]1.N1C=CC=CC=1.O. Product: [C:1]([O:5][C:6](=[O:22])[C:7]1[CH:12]=[CH:11][CH:10]=[C:9]([N:13]([CH2:14][C:15]2[CH:16]=[CH:17][C:18]([Cl:21])=[CH:19][CH:20]=2)[S:29]([C:26]2[CH:27]=[CH:28][N:24]([CH3:23])[N:25]=2)(=[O:31])=[O:30])[CH:8]=1)([CH3:4])([CH3:2])[CH3:3].